This data is from Full USPTO retrosynthesis dataset with 1.9M reactions from patents (1976-2016). The task is: Predict the reactants needed to synthesize the given product. (1) Given the product [CH2:20]([O:27][C:28]1[CH:36]=[C:35]2[C:31]([CH2:32][C:33]([CH3:39])([CH3:38])/[C:34]/2=[CH:13]\[C:14]([O:16][CH3:17])=[O:15])=[CH:30][CH:29]=1)[C:21]1[CH:22]=[CH:23][CH:24]=[CH:25][CH:26]=1, predict the reactants needed to synthesize it. The reactants are: C[Si]([N-][Si](C)(C)C)(C)C.[Li+].C[Si](C)(C)[CH2:13][C:14]([O:16][CH3:17])=[O:15].[CH2:20]([O:27][C:28]1[CH:36]=[C:35]2[C:31]([CH2:32][C:33]([CH3:39])([CH3:38])[C:34]2=O)=[CH:30][CH:29]=1)[C:21]1[CH:26]=[CH:25][CH:24]=[CH:23][CH:22]=1. (2) Given the product [I:15][C:12]1[CH:13]=[CH:14][C:9]([N:5]2[CH2:4][C@H:3]([CH2:2][N:1]3[CH:26]=[C:27]([CH3:28])[N:29]=[N:30]3)[O:7][C:6]2=[O:8])=[CH:10][CH:11]=1, predict the reactants needed to synthesize it. The reactants are: [NH2:1][CH2:2][C@@H:3]1[O:7][C:6](=[O:8])[N:5]([C:9]2[CH:14]=[CH:13][C:12]([I:15])=[CH:11][CH:10]=2)[CH2:4]1.C(N(C(C)C)CC)(C)C.Cl[CH:26](Cl)[C:27](=[N:29][NH:30]S(C1C(C)=CC=CC=1)(=O)=O)[CH3:28].